Dataset: Experimentally validated miRNA-target interactions with 360,000+ pairs, plus equal number of negative samples. Task: Binary Classification. Given a miRNA mature sequence and a target amino acid sequence, predict their likelihood of interaction. (1) The miRNA is hsa-miR-5587-3p with sequence GCCCCGGGCAGUGUGAUCAUC. The protein sequence of the target gene is MSRGSSAGFDRHITIFSPEGRLYQVEYAFKAINQGGLTSVAVRGKDCAVIVTQKKVPDKLLDSSTVTHLFKITENIGCVMTGMTADSRSQVQRARYEAANWKYKYGYEIPVDMLCKRIADISQVYTQNAEMRPLGCCMILIGIDEEQGPQVYKCDPAGYYCGFKATAAGVKQTESTSFLEKKVKKKFDWTFEQTVETAITCLSTVLSIDFKPSEIEVGVVTVENPKFRILTEAEIDAHLVALAERD. Result: 0 (no interaction). (2) The miRNA is mmu-miR-344b-3p with sequence CAUUUAGCCAAAGCCUGACUGU. The protein sequence of the target gene is MLTTLLPILLLSGWAFCSQDASDGLQRLHMLQISYFRDPYHVWYQGNASLGGHLTHVLEGPDTNTTIIQLQPLQEPESWARTQSGLQSYLLQFHGLVRLVHQERTLAFPLTIRCFLGCELPPEGSRAHVFFEVAVNGSSFVSFRPERALWQADTQVTSGVVTFTLQQLNAYNRTRYELREFLEDTCVQYVQKHISAENTKGSQTSRSYTSLVLGVLVGSFIIAGVAVGIFLCTGGRRC. Result: 0 (no interaction). (3) The miRNA is hsa-miR-6753-5p with sequence CACCAGGGCAGAGCAGGGCUGA. The protein sequence of the target gene is MNLLPCNPHGNGLLYAGFNQDHGCFACGMENGFRVYNTDPLKEKEKQEFLEGGVGHVEMLFRCNYLALVGGGKKPKYPPNKVMIWDDLKKKTVIEIEFSTEVKAVKLRRDRIVVVLDSMIKVFTFTHNPHQLHVFETCYNPKGLCVLCPNSNNSLLAFPGTHTGHVQLVDLASTEKPPVDIPAHEGVLSCIALNLQGTRIATASEKGTLIRIFDTSSGHLIQELRRGSQAANIYCINFNQDASLICVSSDHGTVHIFAAEDPKRNKQSSLASASFLPKYFSSKWSFSKFQVPSGSPCICA.... Result: 1 (interaction).